From a dataset of Catalyst prediction with 721,799 reactions and 888 catalyst types from USPTO. Predict which catalyst facilitates the given reaction. (1) Reactant: Br.[C:2]1([C:12]2[N:13]3[CH2:19][CH2:18][N:17]=[C:14]3[S:15][CH:16]=2)[C:11]2[C:6](=[CH:7][CH:8]=[CH:9][CH:10]=2)[CH:5]=[CH:4][CH:3]=1.C([O-])(O)=O.[Na+].I([Cl:28])(=O)=O.I([Cl:32])(=O)=O.I(Cl)(=O)=O.I(Cl)(=O)=O.C([N+](C)(C)C)C1C=CC=CC=1. Product: [ClH:28].[Cl:32][C:16]1[S:15][C:14]2=[N:17][CH2:18][CH2:19][N:13]2[C:12]=1[C:2]1[C:11]2[C:6](=[CH:7][CH:8]=[CH:9][CH:10]=2)[CH:5]=[CH:4][CH:3]=1. The catalyst class is: 2. (2) Reactant: [NH2:1][C:2]1[C:7]([OH:8])=[CH:6][CH:5]=[C:4]([Cl:9])[N:3]=1.C(N(CC)CC)C.[Cl:17][C:18]([F:29])([F:28])[C:19](O[C:19](=[O:20])[C:18]([F:29])([F:28])[Cl:17])=[O:20]. The catalyst class is: 4. Product: [Cl:17][C:18]([F:29])([F:28])[C:19]([NH:1][C:2]1[C:7]([OH:8])=[CH:6][CH:5]=[C:4]([Cl:9])[N:3]=1)=[O:20]. (3) Reactant: C([O:3][C:4](=[O:28])[C:5]([O:15][C:16]1[CH:21]=[CH:20][C:19]([CH:22]2[CH2:27][CH2:26][CH2:25][CH2:24][CH2:23]2)=[CH:18][CH:17]=1)([CH3:14])[CH2:6][C:7]1[CH:12]=[CH:11][C:10]([OH:13])=[CH:9][CH:8]=1)C.[CH3:29][C:30]1O[C:33]([C:35]2[CH:40]=[CH:39][C:38]([C:41]3[CH:46]=[CH:45][CH:44]=[CH:43][CH:42]=3)=[CH:37][CH:36]=2)=[N:32][C:31]=1[CH2:47][CH2:48]OS(C1C=CC(C)=CC=1)(=O)=O.C([O-])([O-])=O.[K+].[K+].[OH-:66].[Na+]. Product: [C:38]1([C:41]2[CH:42]=[CH:43][CH:44]=[CH:45][CH:46]=2)[CH:37]=[CH:36][C:35]([C:33]2[O:66][C:30]([CH3:29])=[C:31]([CH2:47][CH2:48][O:13][C:10]3[CH:9]=[CH:8][C:7]([CH2:6][C:5]([O:15][C:16]4[CH:17]=[CH:18][C:19]([CH:22]5[CH2:23][CH2:24][CH2:25][CH2:26][CH2:27]5)=[CH:20][CH:21]=4)([CH3:14])[C:4]([OH:3])=[O:28])=[CH:12][CH:11]=3)[N:32]=2)=[CH:40][CH:39]=1. The catalyst class is: 8. (4) Reactant: [CH2:1]([N:8]([CH2:13][CH:14]1[CH2:19][CH2:18][CH:17]([CH2:20][O:21][Si:22]([C:25]([CH3:28])([CH3:27])[CH3:26])([CH3:24])[CH3:23])[CH2:16][CH2:15]1)[S:9]([NH2:12])(=[O:11])=[O:10])[C:2]1[CH:7]=[CH:6][CH:5]=[CH:4][CH:3]=1.CN(C1C=CC=CN=1)C.CN1CCOCC1.[F:45][C:46]([F:61])([F:60])[C:47]1[CH:48]=[C:49]([CH:53]=[C:54]([C:56]([F:59])([F:58])[F:57])[CH:55]=1)[C:50](Cl)=[O:51]. Product: [CH2:1]([N:8]([CH2:13][CH:14]1[CH2:19][CH2:18][CH:17]([CH2:20][O:21][Si:22]([C:25]([CH3:28])([CH3:27])[CH3:26])([CH3:23])[CH3:24])[CH2:16][CH2:15]1)[S:9]([NH:12][C:50](=[O:51])[C:49]1[CH:53]=[C:54]([C:56]([F:57])([F:58])[F:59])[CH:55]=[C:47]([C:46]([F:45])([F:60])[F:61])[CH:48]=1)(=[O:10])=[O:11])[C:2]1[CH:3]=[CH:4][CH:5]=[CH:6][CH:7]=1. The catalyst class is: 4. (5) Reactant: Cl[CH:2]1[CH2:6][CH2:5][CH2:4][C:3]1=O.[NH2:8][C:9]([NH2:11])=[S:10]. Product: [S:10]1[C:3]2[CH2:4][CH2:5][CH2:6][C:2]=2[N:8]=[C:9]1[NH2:11]. The catalyst class is: 12. (6) Reactant: [C:1]1([CH3:14])[CH:6]=[C:5]([CH3:7])[CH:4]=[C:3]([CH3:8])[C:2]=1[S:9]([O:12][NH2:13])(=[O:11])=[O:10].[NH2:15][C:16]1[CH:17]=[C:18]([C:23]([F:26])=[CH:24][N:25]=1)[C:19]([O:21][CH3:22])=[O:20]. Product: [CH3:8][C:3]1[CH:4]=[C:5]([CH3:7])[CH:6]=[C:1]([CH3:14])[C:2]=1[S:9]([O-:12])(=[O:11])=[O:10].[NH2:13][N+:25]1[CH:24]=[C:23]([F:26])[C:18]([C:19]([O:21][CH3:22])=[O:20])=[CH:17][C:16]=1[NH2:15]. The catalyst class is: 268. (7) The catalyst class is: 239. Reactant: [C:1]1([C:7]2[N:8]=[C:9]([C:22]([NH2:24])=[O:23])[C:10]3[NH:15][N:14]=[C:13]([CH:16]4[CH2:21][CH2:20][NH:19][CH2:18][CH2:17]4)[C:11]=3[N:12]=2)[CH:6]=[CH:5][CH:4]=[CH:3][CH:2]=1.C(N(CC)CC)C.[CH2:32]([S:34](Cl)(=[O:36])=[O:35])[CH3:33]. Product: [CH2:32]([S:34]([N:19]1[CH2:18][CH2:17][CH:16]([C:13]2[C:11]3[N:12]=[C:7]([C:1]4[CH:2]=[CH:3][CH:4]=[CH:5][CH:6]=4)[N:8]=[C:9]([C:22]([NH2:24])=[O:23])[C:10]=3[NH:15][N:14]=2)[CH2:21][CH2:20]1)(=[O:36])=[O:35])[CH3:33]. (8) Reactant: [CH:1]1([C:6]2[C:14]3[C:9](=[CH:10][CH:11]=[CH:12][CH:13]=3)[NH:8][N:7]=2)[CH2:5][CH2:4][CH2:3][CH2:2]1.C(N(CC)CC)C.[CH3:22][O:23][C:24](=[O:35])[C:25]1[CH:30]=[CH:29][C:28]([S:31](Cl)(=[O:33])=[O:32])=[CH:27][CH:26]=1. Product: [CH3:22][O:23][C:24](=[O:35])[C:25]1[CH:26]=[CH:27][C:28]([S:31]([N:8]2[C:9]3[C:14](=[CH:13][CH:12]=[CH:11][CH:10]=3)[C:6]([CH:1]3[CH2:2][CH2:3][CH2:4][CH2:5]3)=[N:7]2)(=[O:32])=[O:33])=[CH:29][CH:30]=1. The catalyst class is: 4. (9) Reactant: [CH3:1][N:2]([CH3:45])[CH2:3][CH2:4][C:5]([O:7][CH:8]([C:26](=[O:44])[CH2:27][CH2:28][CH2:29][CH2:30][CH2:31][CH2:32][CH2:33]/[CH:34]=[CH:35]\[CH2:36]/[CH:37]=[CH:38]\[CH2:39][CH2:40][CH2:41][CH2:42][CH3:43])[CH2:9][CH2:10][CH2:11][CH2:12][CH2:13][CH2:14][CH2:15]/[CH:16]=[CH:17]\[CH2:18]/[CH:19]=[CH:20]\[CH2:21][CH2:22][CH2:23][CH2:24][CH3:25])=[O:6].[BH4-].[Na+]. Product: [CH3:45][N:2]([CH3:1])[CH2:3][CH2:4][C:5]([O:7][CH:8]([CH:26]([OH:44])[CH2:27][CH2:28][CH2:29][CH2:30][CH2:31][CH2:32][CH2:33]/[CH:34]=[CH:35]\[CH2:36]/[CH:37]=[CH:38]\[CH2:39][CH2:40][CH2:41][CH2:42][CH3:43])[CH2:9][CH2:10][CH2:11][CH2:12][CH2:13][CH2:14][CH2:15]/[CH:16]=[CH:17]\[CH2:18]/[CH:19]=[CH:20]\[CH2:21][CH2:22][CH2:23][CH2:24][CH3:25])=[O:6]. The catalyst class is: 5. (10) Reactant: [C:1]([O:4][C@H:5]1[C@H:11]([O:12][C:13](=[O:15])[CH3:14])[C@@H:10]([O:16][C:17](=[O:19])[CH3:18])[C@:9]2([C:21]3[CH:26]=[CH:25][C:24]([Cl:27])=[C:23]([CH2:28][C:29]4[CH:34]=[CH:33][C:32]([OH:35])=[CH:31][CH:30]=4)[CH:22]=3)[O:20][C@@:6]1([CH2:36][O:37][C:38](=[O:40])[CH3:39])[CH2:7][O:8]2)(=[O:3])[CH3:2].CCN(CC)CC.[S:48](O[S:48]([C:51]([F:54])([F:53])[F:52])(=[O:50])=[O:49])([C:51]([F:54])([F:53])[F:52])(=[O:50])=[O:49]. Product: [C:1]([O:4][C@H:5]1[C@H:11]([O:12][C:13](=[O:15])[CH3:14])[C@@H:10]([O:16][C:17](=[O:19])[CH3:18])[C@:9]2([C:21]3[CH:26]=[CH:25][C:24]([Cl:27])=[C:23]([CH2:28][C:29]4[CH:30]=[CH:31][C:32]([O:35][S:48]([C:51]([F:54])([F:53])[F:52])(=[O:50])=[O:49])=[CH:33][CH:34]=4)[CH:22]=3)[O:20][C@@:6]1([CH2:36][O:37][C:38](=[O:40])[CH3:39])[CH2:7][O:8]2)(=[O:3])[CH3:2]. The catalyst class is: 124.